This data is from Forward reaction prediction with 1.9M reactions from USPTO patents (1976-2016). The task is: Predict the product of the given reaction. Given the reactants [Br:1][C:2]1[CH:10]=[CH:9][C:5]([C:6]([NH2:8])=[O:7])=[CH:4][CH:3]=1.C1OCCOCCOCCOCCOCCOC1.[H-].[Na+].[Cl:31][C:32]1[CH:47]=[CH:46][C:35]([N:36]=[CH:37][C:38]2[C:43]([F:44])=[CH:42][CH:41]=[CH:40][C:39]=2[F:45])=[CH:34][CH:33]=1, predict the reaction product. The product is: [Br:1][C:2]1[CH:10]=[CH:9][C:5]([C:6]([NH:8][CH:37]([NH:36][C:35]2[CH:46]=[CH:47][C:32]([Cl:31])=[CH:33][CH:34]=2)[C:38]2[C:43]([F:44])=[CH:42][CH:41]=[CH:40][C:39]=2[F:45])=[O:7])=[CH:4][CH:3]=1.